Dataset: Full USPTO retrosynthesis dataset with 1.9M reactions from patents (1976-2016). Task: Predict the reactants needed to synthesize the given product. (1) Given the product [CH3:1][O:2][C:3]1[C:8]([NH:9][CH2:29][C:30]([O:32][CH2:33][CH3:34])=[O:31])=[CH:7][C:6]([CH2:10][S:11](/[CH:14]=[CH:15]/[C:16]2[C:21]([O:22][CH3:23])=[CH:20][C:19]([O:24][CH3:25])=[CH:18][C:17]=2[O:26][CH3:27])(=[O:13])=[O:12])=[CH:5][N:4]=1, predict the reactants needed to synthesize it. The reactants are: [CH3:1][O:2][C:3]1[C:8]([NH2:9])=[CH:7][C:6]([CH2:10][S:11](/[CH:14]=[CH:15]/[C:16]2[C:21]([O:22][CH3:23])=[CH:20][C:19]([O:24][CH3:25])=[CH:18][C:17]=2[O:26][CH3:27])(=[O:13])=[O:12])=[CH:5][N:4]=1.Br[CH2:29][C:30]([O:32][CH2:33][CH3:34])=[O:31].C(=O)([O-])[O-].[K+].[K+]. (2) Given the product [CH3:3][CH:2]1[CH2:4][C:17]2[C:16](=[CH:15][C:14]3[CH2:13][CH2:12][CH2:11][C:19]=3[CH:18]=2)[C:1]1=[O:5], predict the reactants needed to synthesize it. The reactants are: [C:1](Cl)(=[O:5])[C:2]([CH3:4])=[CH2:3].[Al+3].[Cl-].[Cl-].[Cl-].[CH2:11]1[C:19]2[C:14](=[CH:15][CH:16]=[CH:17][CH:18]=2)[CH2:13][CH2:12]1.Cl. (3) Given the product [Br:1][C:2]1[CH:3]=[CH:4][C:5]([OH:25])=[C:6]([CH:24]=1)[C:7]([NH:9][C:10]1[S:11][C:12]([C:21]([NH:30][CH3:34])=[O:22])=[C:13]([C:15]2[CH:20]=[CH:19][CH:18]=[CH:17][CH:16]=2)[N:14]=1)=[O:8], predict the reactants needed to synthesize it. The reactants are: [Br:1][C:2]1[CH:3]=[CH:4][C:5]([OH:25])=[C:6]([CH:24]=1)[C:7]([NH:9][C:10]1[S:11][C:12]([C:21](O)=[O:22])=[C:13]([C:15]2[CH:20]=[CH:19][CH:18]=[CH:17][CH:16]=2)[N:14]=1)=[O:8].CN.O.O[N:30]1[C:34]2C=CC=CC=2N=N1.CCN=C=NCCCN(C)C.Cl.Cl. (4) Given the product [Br:16][CH2:17][CH2:18][CH2:19]/[CH:20]=[CH:6]/[C:5]1[CH:4]=[C:3]([O:2][CH3:1])[C:10]([O:11][CH3:12])=[C:9]([O:13][CH3:14])[CH:8]=1, predict the reactants needed to synthesize it. The reactants are: [CH3:1][O:2][C:3]1[CH:4]=[C:5]([CH:8]=[C:9]([O:13][CH3:14])[C:10]=1[O:11][CH3:12])[CH:6]=O.[Br-].[Br:16][CH2:17][CH2:18][CH2:19][CH2:20][P+](C1C=CC=CC=1)(C1C=CC=CC=1)C1C=CC=CC=1. (5) Given the product [CH3:7][O:8][C:9]1[CH:10]=[C:11]([N:17]2[CH2:22][CH2:21][N:20]([C:23]([C:25]3[N:29]([C:30]4[CH:31]=[CH:32][CH:33]=[CH:34][CH:35]=4)[N:28]=[C:27](/[CH:44]=[CH:45]/[C:40]([O:39][CH3:38])=[O:66])[CH:26]=3)=[O:24])[CH2:19][CH2:18]2)[CH:12]=[C:13]([O:15][CH3:16])[CH:14]=1, predict the reactants needed to synthesize it. The reactants are: [H-].[Al+3].[Li+].[H-].[H-].[H-].[CH3:7][O:8][C:9]1[CH:10]=[C:11]([N:17]2[CH2:22][CH2:21][N:20]([C:23]([C:25]3[N:29]([C:30]4[CH:35]=[CH:34][CH:33]=[CH:32][CH:31]=4)[N:28]=[C:27](C=O)[CH:26]=3)=[O:24])[CH2:19][CH2:18]2)[CH:12]=[C:13]([O:15][CH3:16])[CH:14]=1.[CH3:38][O:39][C:40]1C=C(/C=C/C(/O)=C/C(/C=C/C2C=[CH:44][C:45](O)=[C:40]([O:39][CH3:38])C=2)=O)C=[CH:44][C:45]=1O.P([O-])(O)(O)=[O:66].[Na+]. (6) Given the product [F:1][C:2]1[CH:3]=[C:4]([C:9]2[C:10](/[CH:19]=[N:27]/[S:25]([C:22]([CH3:24])([CH3:23])[CH3:21])=[O:26])=[CH:11][CH:12]=[C:13]3[C:18]=2[N:17]=[CH:16][CH:15]=[CH:14]3)[CH:5]=[C:6]([F:8])[CH:7]=1, predict the reactants needed to synthesize it. The reactants are: [F:1][C:2]1[CH:3]=[C:4]([C:9]2[C:10]([CH:19]=O)=[CH:11][CH:12]=[C:13]3[C:18]=2[N:17]=[CH:16][CH:15]=[CH:14]3)[CH:5]=[C:6]([F:8])[CH:7]=1.[CH3:21][C:22]([S:25]([NH2:27])=[O:26])([CH3:24])[CH3:23].C1COCC1.[Na+].[Cl-]. (7) Given the product [NH2:32][C:4]1[S:3][C:2]([C:46]2[CH:45]=[N:44][N:43]([CH:40]([CH3:42])[CH3:41])[CH:47]=2)=[N:6][C:5]=1[C:7]([NH:8][C:9]1[CH:10]=[N:11][N:12]([CH3:30])[C:13]=1[C@@H:14]1[CH2:20][CH2:19][C@@H:18]([NH2:21])[C@@H:17]([F:29])[CH2:16][O:15]1)=[O:31], predict the reactants needed to synthesize it. The reactants are: Br[C:2]1[S:3][C:4]([NH:32]C(=O)OC(C)(C)C)=[C:5]([C:7](=[O:31])[NH:8][C:9]2[CH:10]=[N:11][N:12]([CH3:30])[C:13]=2[C@@H:14]2[CH2:20][CH2:19][C@@H:18]([NH:21]C(OC(C)(C)C)=O)[C@@H:17]([F:29])[CH2:16][O:15]2)[N:6]=1.[CH:40]([N:43]1[CH:47]=[C:46](B(O)O)[CH:45]=[N:44]1)([CH3:42])[CH3:41]. (8) The reactants are: Cl[C:2]1[C:7]([Cl:8])=[CH:6][C:5]([C:9]([F:12])([F:11])[F:10])=[CH:4][N:3]=1.[NH:13]1[CH2:16][CH:15]([NH:17][C:18](=[O:24])[O:19][C:20]([CH3:23])([CH3:22])[CH3:21])[CH2:14]1.C([O-])([O-])=O.[K+].[K+]. Given the product [Cl:8][C:7]1[C:2]([N:13]2[CH2:16][CH:15]([NH:17][C:18](=[O:24])[O:19][C:20]([CH3:22])([CH3:21])[CH3:23])[CH2:14]2)=[N:3][CH:4]=[C:5]([C:9]([F:12])([F:11])[F:10])[CH:6]=1, predict the reactants needed to synthesize it. (9) Given the product [NH2:1][C:4]1[CH:5]=[C:6]([C:10]2[N:11]=[C:12]([C@H:15]3[CH2:20][CH2:19][CH2:18][CH2:17][N:16]3[C:21](=[O:30])[CH2:22][O:23][C:24]3[CH:25]=[CH:26][CH:27]=[CH:28][CH:29]=3)[NH:13][N:14]=2)[CH:7]=[CH:8][CH:9]=1, predict the reactants needed to synthesize it. The reactants are: [N+:1]([C:4]1[CH:5]=[C:6]([C:10]2[N:11]=[C:12]([C@H:15]3[CH2:20][CH2:19][CH2:18][CH2:17][N:16]3[C:21](=[O:30])[CH2:22][O:23][C:24]3[CH:29]=[CH:28][CH:27]=[CH:26][CH:25]=3)[NH:13][N:14]=2)[CH:7]=[CH:8][CH:9]=1)([O-])=O.[NH4+].[Cl-].